This data is from Reaction yield outcomes from USPTO patents with 853,638 reactions. The task is: Predict the reaction yield, written as a fraction of the theoretical maximum amount of product (1.0 means a 100% yield; for example, 0.34 means a 34% yield). (1) The reactants are [C:1]([N:8]1[CH2:15][CH2:14][CH2:13][C@@H:9]1[C:10]([OH:12])=O)([O:3][C:4]([CH3:7])([CH3:6])[CH3:5])=[O:2].CN1CCOCC1.ClC(OCC(C)C)=O.[Br:31][C:32]1[CH:38]=[CH:37][CH:36]=[CH:35][C:33]=1[NH2:34]. The catalyst is ClCCl. The product is [Br:31][C:32]1[CH:38]=[CH:37][CH:36]=[CH:35][C:33]=1[NH:34][C:10]([C@H:9]1[CH2:13][CH2:14][CH2:15][N:8]1[C:1]([O:3][C:4]([CH3:5])([CH3:6])[CH3:7])=[O:2])=[O:12]. The yield is 0.770. (2) The reactants are FC1C=C(CN)C=NC=1.[N:10]1[CH:15]=[CH:14][C:13]([CH2:16][NH2:17])=[CH:12][CH:11]=1.[CH2:18]([N:22]1[CH2:26][CH2:25][N:24]([C:27]2[S:28][C:29]([C:33](O)=[O:34])=[C:30]([CH3:32])[N:31]=2)[C:23]1=[O:36])[CH:19]([CH3:21])[CH3:20]. No catalyst specified. The product is [CH2:18]([N:22]1[CH2:26][CH2:25][N:24]([C:27]2[S:28][C:29]([C:33]([NH:17][CH2:16][C:13]3[CH:14]=[CH:15][N:10]=[CH:11][CH:12]=3)=[O:34])=[C:30]([CH3:32])[N:31]=2)[C:23]1=[O:36])[CH:19]([CH3:21])[CH3:20]. The yield is 0.480. (3) The reactants are C([C:3]1[C:4]([Br:11])=[C:5]([OH:10])[CH:6]=[CH:7][C:8]=1[Cl:9])C.C(=O)([O-])[O-].[K+].[K+].Cl[CH:19]1[CH2:23][CH2:22][CH2:21][C:20]1=[O:24]. The catalyst is CC(C)=O. The product is [Br:11][C:4]1[CH:3]=[C:8]([Cl:9])[CH:7]=[CH:6][C:5]=1[O:10][CH:19]1[CH2:23][CH2:22][CH2:21][C:20]1=[O:24]. The yield is 0.710. (4) The reactants are [NH2:1][C:2]1[N:7]=[CH:6][N:5]=[C:4]2[N:8]([CH2:25][C@@H:26]3[CH2:30][C:29]([F:32])([F:31])[CH2:28][N:27]3[C:33](=[O:37])[CH2:34][C:35]#[N:36])[N:9]=[C:10]([C:11]3[CH:16]=[CH:15][C:14]([O:17][C:18]4[CH:23]=[CH:22][CH:21]=[CH:20][CH:19]=4)=[CH:13][C:12]=3[F:24])[C:3]=12.[CH:38]1([CH:41]=O)[CH2:40][CH2:39]1.N1CCCCC1. The catalyst is C(O)C. The product is [NH2:1][C:2]1[N:7]=[CH:6][N:5]=[C:4]2[N:8]([CH2:25][C@@H:26]3[CH2:30][C:29]([F:31])([F:32])[CH2:28][N:27]3[C:33]([C:34](=[CH:41][CH:38]3[CH2:40][CH2:39]3)[C:35]#[N:36])=[O:37])[N:9]=[C:10]([C:11]3[CH:16]=[CH:15][C:14]([O:17][C:18]4[CH:23]=[CH:22][CH:21]=[CH:20][CH:19]=4)=[CH:13][C:12]=3[F:24])[C:3]=12. The yield is 0.180. (5) The reactants are C([O:3][C:4]([C:6]1[C:15](=[O:16])[C:14]2[C:9](=[CH:10][CH:11]=[CH:12][C:13]=2[O:17][CH3:18])[NH:8][CH:7]=1)=[O:5])C. The catalyst is [OH-].[Na+]. The product is [CH3:18][O:17][C:13]1[CH:12]=[CH:11][CH:10]=[C:9]2[C:14]=1[C:15](=[O:16])[C:6]([C:4]([OH:5])=[O:3])=[CH:7][NH:8]2. The yield is 0.520. (6) The reactants are [Si]([O:18][CH2:19][C@@H:20]1[C:24]([CH3:26])([OH:25])[C@:23]([F:28])([CH3:27])[CH:22]([O:29][CH3:30])[O:21]1)(C(C)(C)C)(C1C=CC=CC=1)C1C=CC=CC=1.[F-].C([N+](CCCC)(CCCC)CCCC)CCC.C(=O)(O)[O-].[Na+]. No catalyst specified. The product is [F:28][C@@:23]1([CH3:27])[CH:22]([O:29][CH3:30])[O:21][C@H:20]([CH2:19][OH:18])[C:24]1([CH3:26])[OH:25]. The yield is 0.750. (7) The reactants are [N+:1]([C:4]1[CH:5]=[C:6]([CH:8]=[CH:9][CH:10]=1)[NH2:7])([O-:3])=[O:2].[N:11]([O-])=O.[Na+].[Cl:15][Sn]Cl.O. The catalyst is O.Cl. The product is [ClH:15].[N+:1]([C:4]1[CH:5]=[C:6]([NH:7][NH2:11])[CH:8]=[CH:9][CH:10]=1)([O-:3])=[O:2]. The yield is 0.730. (8) The reactants are [O:1]=[C:2]1[CH2:10][C:9]2[C:4](=[CH:5][CH:6]=[C:7]([C:11]([OH:13])=O)[CH:8]=2)[NH:3]1.[NH:14]1[CH2:19][CH2:18][CH2:17][C@@H:16]2[C:20]3[CH:21]=[CH:22][CH:23]=[CH:24][C:25]=3[CH2:26][C@H:15]12.F[P-](F)(F)(F)(F)F.N1(OC(N(C)C)=[N+](C)C)C2N=CC=CC=2N=N1. No catalyst specified. The product is [N:14]1([C:11]([C:7]2[CH:8]=[C:9]3[C:4](=[CH:5][CH:6]=2)[NH:3][C:2](=[O:1])[CH2:10]3)=[O:13])[CH2:19][CH2:18][CH2:17][C@@H:16]2[C:20]3[CH:21]=[CH:22][CH:23]=[CH:24][C:25]=3[CH2:26][C@H:15]12. The yield is 0.290.